Dataset: Forward reaction prediction with 1.9M reactions from USPTO patents (1976-2016). Task: Predict the product of the given reaction. (1) Given the reactants [CH3:1][O:2][C:3]1[CH:12]=[CH:11][C:10]([O:13][CH3:14])=[C:9]2[C:4]=1[CH2:5][CH2:6][CH2:7][C:8]2=O.[NH3:16].C(O)C.[BH4-].[Na+], predict the reaction product. The product is: [CH3:1][O:2][C:3]1[CH:12]=[CH:11][C:10]([O:13][CH3:14])=[C:9]2[C:4]=1[CH2:5][CH2:6][CH2:7][CH:8]2[NH2:16]. (2) Given the reactants [N:1]([CH2:4][CH:5]1[CH2:10][O:9][CH:8]([CH2:11][O:12][C:13]2[CH:18]=[CH:17][CH:16]=[CH:15][CH:14]=2)[CH2:7][CH2:6]1)=[N+]=[N-].[H-].[H-].[H-].[H-].[Li+].[Al+3], predict the reaction product. The product is: [O:12]([CH2:11][CH:8]1[O:9][CH2:10][CH:5]([CH2:4][NH2:1])[CH2:6][CH2:7]1)[C:13]1[CH:14]=[CH:15][CH:16]=[CH:17][CH:18]=1.